This data is from Full USPTO retrosynthesis dataset with 1.9M reactions from patents (1976-2016). The task is: Predict the reactants needed to synthesize the given product. (1) The reactants are: C([Li])CCC.[F:6][C:7](F)([F:20])[CH2:8][O:9][S:10]([C:13]1[CH:18]=[CH:17][C:16]([CH3:19])=[CH:15][CH:14]=1)(=[O:12])=[O:11].C(O)(=O)C.C(OCC)(=O)C. Given the product [F:20][C:7]([F:6])=[CH:8][O:9][S:10]([C:13]1[CH:18]=[CH:17][C:16]([CH3:19])=[CH:15][CH:14]=1)(=[O:11])=[O:12], predict the reactants needed to synthesize it. (2) Given the product [CH3:11][C@H:12]1[CH2:17][N:16]([C:2]2[CH:7]=[CH:6][C:5]([N+:8]([O-:10])=[O:9])=[CH:4][CH:3]=2)[CH2:15][CH2:14][N:13]1[C:18]([O:20][C:21]([CH3:22])([CH3:24])[CH3:23])=[O:19], predict the reactants needed to synthesize it. The reactants are: F[C:2]1[CH:7]=[CH:6][C:5]([N+:8]([O-:10])=[O:9])=[CH:4][CH:3]=1.[CH3:11][C@H:12]1[CH2:17][NH:16][CH2:15][CH2:14][N:13]1[C:18]([O:20][C:21]([CH3:24])([CH3:23])[CH3:22])=[O:19].CCN(C(C)C)C(C)C.O. (3) Given the product [C:1]([NH:13][C:14]1[CH:23]=[C:22]([Br:24])[CH:21]=[CH:20][C:15]=1[C:16]([O:18][CH3:19])=[O:17])(=[O:8])[C:2]1[CH:7]=[CH:6][CH:5]=[CH:4][CH:3]=1, predict the reactants needed to synthesize it. The reactants are: [C:1](Cl)(=[O:8])[C:2]1[CH:7]=[CH:6][CH:5]=[CH:4][CH:3]=1.C(Cl)Cl.[NH2:13][C:14]1[CH:23]=[C:22]([Br:24])[CH:21]=[CH:20][C:15]=1[C:16]([O:18][CH3:19])=[O:17]. (4) Given the product [F:28][C:27]([F:30])([F:29])[C:23]1[N:22]=[C:21]([C:2]2[CH:7]3[O:8][CH:4]([CH2:5][CH2:6]3)[C:3]=2[C:9]([O:11][CH3:12])=[O:10])[CH:26]=[CH:25][CH:24]=1, predict the reactants needed to synthesize it. The reactants are: Br[C:2]1[CH:7]2[O:8][CH:4]([CH2:5][CH2:6]2)[C:3]=1[C:9]([O:11][CH3:12])=[O:10].CC1(C)C(C)(C)OB([C:21]2[CH:26]=[CH:25][CH:24]=[C:23]([C:27]([F:30])([F:29])[F:28])[N:22]=2)O1.C(=O)([O-])[O-].[Na+].[Na+]. (5) Given the product [F:29][C:2]1([CH3:22])[CH2:8][O:7][C:6]2[CH:9]=[CH:10][C:11]([I:13])=[CH:12][C:5]=2[N:4]2[N:14]=[C:15]([C:17]([O:19][CH2:20][CH3:21])=[O:18])[CH:16]=[C:3]12, predict the reactants needed to synthesize it. The reactants are: O[C:2]1([CH3:22])[CH2:8][O:7][C:6]2[CH:9]=[CH:10][C:11]([I:13])=[CH:12][C:5]=2[N:4]2[N:14]=[C:15]([C:17]([O:19][CH2:20][CH3:21])=[O:18])[CH:16]=[C:3]12.C(N(S(F)(F)[F:29])CC)C.